Dataset: Reaction yield outcomes from USPTO patents with 853,638 reactions. Task: Predict the reaction yield, written as a fraction of the theoretical maximum amount of product (1.0 means a 100% yield; for example, 0.34 means a 34% yield). (1) The reactants are [NH2:1][C:2]1[CH:7]=[CH:6][C:5]([NH2:8])=[CH:4][CH:3]=1.[CH2:9]([N:11]=[C:12]=[O:13])[CH3:10].C(=O)([O-])[O-].[K+].[K+]. The catalyst is C1COCC1. The product is [CH2:9]([NH:11][C:12]([NH:1][C:2]1[CH:7]=[CH:6][C:5]([NH2:8])=[CH:4][CH:3]=1)=[O:13])[CH3:10]. The yield is 0.620. (2) The reactants are [Cl:1][C:2]1[C:10]([O:11]CC2C=CC=CC=2)=[CH:9][CH:8]=[C:7]2[C:3]=1[CH:4]=[C:5]([CH:28]([F:30])[F:29])[N:6]2[S:19]([C:22]1[CH:27]=[CH:26][CH:25]=[CH:24][CH:23]=1)(=[O:21])=[O:20].B(Br)(Br)Br.C([O-])(O)=O.[Na+]. The catalyst is C(Cl)Cl. The product is [Cl:1][C:2]1[C:10]([OH:11])=[CH:9][CH:8]=[C:7]2[C:3]=1[CH:4]=[C:5]([CH:28]([F:30])[F:29])[N:6]2[S:19]([C:22]1[CH:27]=[CH:26][CH:25]=[CH:24][CH:23]=1)(=[O:21])=[O:20]. The yield is 0.890. (3) The reactants are [Br:1][C:2]1[CH:3]=[C:4]2[C:9](=[CH:10][CH:11]=1)[NH:8][C:7](=[O:12])[CH2:6][CH2:5]2.[CH3:13][C:14]([O-])(C)[CH3:15].[K+].C(Br)(C)C. The catalyst is CN(C=O)C.Cl. The product is [Br:1][C:2]1[CH:3]=[C:4]2[C:9](=[CH:10][CH:11]=1)[N:8]([CH:14]([CH3:15])[CH3:13])[C:7](=[O:12])[CH2:6][CH2:5]2. The yield is 0.330. (4) The reactants are F[C:2](F)(F)C(O)=O.[CH:8]1([N:12]2[CH2:17][CH2:16][CH:15]([O:18][C:19]3[CH:28]=[CH:27][C:26]4[CH2:25][NH:24][CH2:23][CH2:22][C:21]=4[N:20]=3)[CH2:14][CH2:13]2)[CH2:11][CH2:10][CH2:9]1.C=O.C(N(CC)CC)C. The catalyst is C(#N)C.C(Cl)Cl. The product is [CH:8]1([N:12]2[CH2:13][CH2:14][CH:15]([O:18][C:19]3[CH:28]=[CH:27][C:26]4[CH2:25][N:24]([CH3:2])[CH2:23][CH2:22][C:21]=4[N:20]=3)[CH2:16][CH2:17]2)[CH2:11][CH2:10][CH2:9]1. The yield is 0.240.